This data is from Forward reaction prediction with 1.9M reactions from USPTO patents (1976-2016). The task is: Predict the product of the given reaction. (1) Given the reactants [Cl:1][C:2]1[CH:7]=[CH:6][C:5]([C:8]2[CH:12]=[CH:11][NH:10][N:9]=2)=[CH:4][C:3]=1[CH2:13][NH:14]C(=O)C.S(=O)(=O)(O)O.[OH-].[Na+], predict the reaction product. The product is: [Cl:1][C:2]1[CH:7]=[CH:6][C:5]([C:8]2[CH:12]=[CH:11][NH:10][N:9]=2)=[CH:4][C:3]=1[CH2:13][NH2:14]. (2) Given the reactants Br[C:2]1[CH:7]=[CH:6][C:5]([C:8]2[CH:13]=[CH:12][N:11]=[CH:10][CH:9]=2)=[CH:4][C:3]=1[F:14].[Si]([C:19]#[CH:20])(C)(C)C.CCN(CC)CC.C([O-])([O-])=O.[K+].[K+], predict the reaction product. The product is: [C:19]([C:2]1[CH:7]=[CH:6][C:5]([C:8]2[CH:13]=[CH:12][N:11]=[CH:10][CH:9]=2)=[CH:4][C:3]=1[F:14])#[CH:20]. (3) Given the reactants C(OC([NH:8][CH2:9][CH2:10][CH2:11][CH2:12][CH2:13][CH2:14][O:15][C:16]1[C:37]([O:38][CH3:39])=[CH:36][C:19]2[C:20]3[N:25]([CH:26]([C:28]([CH3:31])([CH3:30])[CH3:29])[CH2:27][C:18]=2[CH:17]=1)[CH:24]=[C:23]([C:32]([OH:34])=[O:33])[C:22](=[O:35])[CH:21]=3)=O)(C)(C)C.[ClH:40], predict the reaction product. The product is: [ClH:40].[NH2:8][CH2:9][CH2:10][CH2:11][CH2:12][CH2:13][CH2:14][O:15][C:16]1[C:37]([O:38][CH3:39])=[CH:36][C:19]2[C:20]3[N:25]([CH:26]([C:28]([CH3:29])([CH3:30])[CH3:31])[CH2:27][C:18]=2[CH:17]=1)[CH:24]=[C:23]([C:32]([OH:34])=[O:33])[C:22](=[O:35])[CH:21]=3. (4) Given the reactants [CH:1]([C:4]1[N:5]=[C:6]([CH2:9][CH2:10][C:11]2[CH:32]=[CH:31][N:14]3[C:15](=[O:30])[C:16](/[CH:25]=[CH:26]/[C:27](O)=[O:28])=[C:17]([N:19]4[CH2:24][CH2:23][O:22][CH2:21][CH2:20]4)[N:18]=[C:13]3[CH:12]=2)[S:7][CH:8]=1)([CH3:3])[CH3:2].C(N(CC)CC)C.ClC(OCC)=O.[BH4-].[Na+], predict the reaction product. The product is: [OH:28][CH2:27]/[CH:26]=[CH:25]/[C:16]1[C:15](=[O:30])[N:14]2[CH:31]=[CH:32][C:11]([CH2:10][CH2:9][C:6]3[S:7][CH:8]=[C:4]([CH:1]([CH3:3])[CH3:2])[N:5]=3)=[CH:12][C:13]2=[N:18][C:17]=1[N:19]1[CH2:24][CH2:23][O:22][CH2:21][CH2:20]1. (5) Given the reactants C[O:2][C:3](=O)[CH:4]=[CH:5][C:6]1[CH:11]=[CH:10][C:9]([CH2:12][N:13]([CH2:25][CH2:26][C:27]2[CH:32]=[CH:31][CH:30]=[CH:29][CH:28]=2)[C:14]([NH:16][C:17](=[O:24])[C:18]2[CH:23]=[CH:22][CH:21]=[CH:20][CH:19]=2)=[O:15])=[CH:8][CH:7]=1.Cl.[NH2:35][OH:36].C[O-].[Na+], predict the reaction product. The product is: [C:17]([NH:16][C:14](=[O:15])[N:13]([CH2:12][C:9]1[CH:10]=[CH:11][C:6]([CH:5]=[CH:4][C:3]([NH:35][OH:36])=[O:2])=[CH:7][CH:8]=1)[CH2:25][CH2:26][C:27]1[CH:32]=[CH:31][CH:30]=[CH:29][CH:28]=1)(=[O:24])[C:18]1[CH:19]=[CH:20][CH:21]=[CH:22][CH:23]=1. (6) Given the reactants [N+:1]([C:4]1[CH:12]=[C:11]([C:13]2[C:18]([C:19]([F:22])([F:21])[F:20])=[CH:17][CH:16]=[CH:15][N:14]=2)[CH:10]=[CH:9][C:5]=1[C:6]([OH:8])=[O:7])([O-])=O, predict the reaction product. The product is: [NH2:1][C:4]1[CH:12]=[C:11]([C:13]2[C:18]([C:19]([F:22])([F:20])[F:21])=[CH:17][CH:16]=[CH:15][N:14]=2)[CH:10]=[CH:9][C:5]=1[C:6]([OH:8])=[O:7]. (7) Given the reactants [C:1]([O:5][C:6](=[O:19])[NH:7][CH2:8][CH2:9][N:10]1[CH2:17][CH:16]2[O:18][CH:12]([CH2:13][NH:14][CH2:15]2)[CH2:11]1)([CH3:4])([CH3:3])[CH3:2].C(=O)([O-])[O-].[K+].[K+].[C:26]([C:28]1[CH:47]=[CH:46][C:31]([NH:32][CH2:33][CH2:34][CH2:35]OS(C2C=CC=CC=2)(=O)=O)=[CH:30][CH:29]=1)#[N:27].N.[Mn]([O-])(=O)(=O)=O.[K+], predict the reaction product. The product is: [C:1]([O:5][C:6](=[O:19])[NH:7][CH2:8][CH2:9][N:10]1[CH2:11][CH:12]2[O:18][CH:16]([CH2:15][N:14]([CH2:35][CH2:34][CH2:33][NH:32][C:31]3[CH:46]=[CH:47][C:28]([C:26]#[N:27])=[CH:29][CH:30]=3)[CH2:13]2)[CH2:17]1)([CH3:4])([CH3:2])[CH3:3]. (8) Given the reactants CO[CH:3]([O:27]C)[CH2:4][N:5]([C:19]([C:21]1[N:22]=[C:23]([CH3:26])[NH:24][CH:25]=1)=[O:20])[CH:6]1[CH2:11][CH2:10][N:9](C(OC(C)(C)C)=O)[CH2:8][CH2:7]1.[ClH:29], predict the reaction product. The product is: [ClH:29].[ClH:29].[OH:27][CH:3]1[N:22]2[C:23]([CH3:26])=[N:24][CH:25]=[C:21]2[C:19](=[O:20])[N:5]([CH:6]2[CH2:7][CH2:8][NH:9][CH2:10][CH2:11]2)[CH2:4]1. (9) Given the reactants [NH2:1][C:2]1[CH:11]=[CH:10][C:5]([C:6]([O:8][CH3:9])=[O:7])=[CH:4][N:3]=1.Br[C:13]1[C:14](=[O:21])[N:15]([CH3:20])[N:16]=[C:17]([Cl:19])[CH:18]=1.CC1(C)C2C=CC=C(P(C3C=CC=CC=3)C3C=CC=CC=3)C=2OC2C1=CC=CC=2P(C1C=CC=CC=1)C1C=CC=CC=1.C(=O)([O-])[O-].[Cs+].[Cs+], predict the reaction product. The product is: [CH3:9][O:8][C:6](=[O:7])[C:5]1[CH:10]=[CH:11][C:2]([NH:1][C:13]2[C:14](=[O:21])[N:15]([CH3:20])[N:16]=[C:17]([Cl:19])[CH:18]=2)=[N:3][CH:4]=1. (10) Given the reactants C1(C)C=CC=CC=1.C(OC(C)C)(=O)C.[CH3:15][O:16][C:17]1[CH:22]=[C:21]([CH2:23][O:24]C(OCCC)C)[CH:20]=[C:19]([O:31][CH3:32])[C:18]=1[B:33]([OH:35])[OH:34].Cl, predict the reaction product. The product is: [OH:24][CH2:23][C:21]1[CH:22]=[C:17]([O:16][CH3:15])[C:18]([B:33]([OH:34])[OH:35])=[C:19]([O:31][CH3:32])[CH:20]=1.